From a dataset of NCI-60 drug combinations with 297,098 pairs across 59 cell lines. Regression. Given two drug SMILES strings and cell line genomic features, predict the synergy score measuring deviation from expected non-interaction effect. Drug 1: CC1=C(C=C(C=C1)NC2=NC=CC(=N2)N(C)C3=CC4=NN(C(=C4C=C3)C)C)S(=O)(=O)N.Cl. Drug 2: C1CN1P(=S)(N2CC2)N3CC3. Cell line: RXF 393. Synergy scores: CSS=11.6, Synergy_ZIP=1.60, Synergy_Bliss=7.21, Synergy_Loewe=7.28, Synergy_HSA=7.83.